Dataset: Reaction yield outcomes from USPTO patents with 853,638 reactions. Task: Predict the reaction yield, written as a fraction of the theoretical maximum amount of product (1.0 means a 100% yield; for example, 0.34 means a 34% yield). (1) The yield is 0.630. The product is [Cl:1][C:2]1[CH:3]=[C:4]2[C:8](=[CH:9][CH:10]=1)[NH:7][CH:6]=[C:5]2[CH2:11][CH2:12][NH:13][C:14]([C:15]1[C:16]([C:26]2[CH:27]=[CH:28][C:29]([CH3:30])=[C:24]([CH3:23])[CH:25]=2)=[CH:17][CH:18]=[CH:19][CH:20]=1)=[O:22]. The reactants are [Cl:1][C:2]1[CH:3]=[C:4]2[C:8](=[CH:9][CH:10]=1)[NH:7][CH:6]=[C:5]2[CH2:11][CH2:12][NH:13][C:14](=[O:22])[C:15]1[CH:20]=[CH:19][CH:18]=[CH:17][C:16]=1I.[CH3:23][C:24]1[CH:25]=[C:26](B(O)O)[CH:27]=[CH:28][C:29]=1[CH3:30].C(=O)([O-])[O-].[Na+].[Na+]. The catalyst is C(COC)OC.O.C1C=CC([P]([Pd]([P](C2C=CC=CC=2)(C2C=CC=CC=2)C2C=CC=CC=2)([P](C2C=CC=CC=2)(C2C=CC=CC=2)C2C=CC=CC=2)[P](C2C=CC=CC=2)(C2C=CC=CC=2)C2C=CC=CC=2)(C2C=CC=CC=2)C2C=CC=CC=2)=CC=1. (2) The reactants are [CH3:1][S:2](Cl)(=[O:4])=[O:3].[OH:6][CH2:7][CH2:8][CH2:9][CH:10]1[CH2:22][C:21]2[C:20]3[C:15](=[CH:16][CH:17]=[C:18]([O:23][CH3:24])[CH:19]=3)[NH:14][C:13]=2[C:12](=[O:25])[NH:11]1. The catalyst is N1C=CC=CC=1.C(Cl)Cl. The product is [CH3:1][S:2]([O:6][CH2:7][CH2:8][CH2:9][CH:10]1[CH2:22][C:21]2[C:20]3[C:15](=[CH:16][CH:17]=[C:18]([O:23][CH3:24])[CH:19]=3)[NH:14][C:13]=2[C:12](=[O:25])[NH:11]1)(=[O:4])=[O:3]. The yield is 0.740. (3) The reactants are [Cl:1][C:2]1[N:10]=[C:9]2[C:5]([NH:6][CH:7]=[N:8]2)=[C:4]([NH2:11])[N:3]=1.C(=O)([O-])[O-].[K+].[K+].Br[CH2:19][C:20]1[CH:21]=[C:22]([CH2:26][C:27]([O:29][CH3:30])=[O:28])[CH:23]=[CH:24][CH:25]=1. The catalyst is CN(C=O)C. The product is [Cl:1][C:2]1[N:10]=[C:9]2[C:5]([N:6]=[CH:7][N:8]2[CH2:19][C:20]2[CH:25]=[CH:24][CH:23]=[C:22]([CH2:26][C:27]([O:29][CH3:30])=[O:28])[CH:21]=2)=[C:4]([NH2:11])[N:3]=1. The yield is 0.640. (4) The reactants are Cl.[O:2]=[C:3]1[CH2:8][CH2:7][NH:6][CH2:5][CH:4]1[C:9]([O:11][CH3:12])=[O:10].CCN(CC)CC.[S:20](Cl)([CH3:23])(=[O:22])=[O:21]. The catalyst is C(Cl)Cl.CCOC(C)=O. The product is [CH3:23][S:20]([N:6]1[CH2:7][CH2:8][C:3](=[O:2])[CH:4]([C:9]([O:11][CH3:12])=[O:10])[CH2:5]1)(=[O:22])=[O:21]. The yield is 0.230. (5) The reactants are CC1C=CC(S(O[CH2:12][C@H:13]2[CH2:18][CH2:17][C@H:16]([N:19]3[C:23]4=C5SC=[CH:28][C:25]5=[N:26][CH:27]=[C:22]4[N:21]=[C:20]3[C@H:31]([OH:33])[CH3:32])[CH2:15][O:14]2)(=O)=O)=CC=1.[C-:34]#[N:35].[Na+].[CH3:37][S:38]([CH3:40])=O. The catalyst is CO. The product is [OH:33][C@@H:31]([C:20]1[N:19]([C@@H:16]2[CH2:15][O:14][C@@H:13]([CH2:12][C:34]#[N:35])[CH2:18][CH2:17]2)[C:23]2=[C:40]3[S:38][CH:37]=[CH:28][C:25]3=[N:26][CH:27]=[C:22]2[N:21]=1)[CH3:32]. The yield is 0.760. (6) The reactants are Cl.[C@H:2]12[NH:9][C@H:6]([CH2:7][CH2:8]1)[CH2:5][CH2:4][CH2:3]2.Cl[C:11]1[CH:16]=[C:15](Cl)[N:14]=[C:13]([NH2:18])[N:12]=1.CCN(C(C)C)C(C)C.[NH:28]1[CH2:32][CH2:31][CH:30]([NH:33]C(=O)OC(C)(C)C)[CH2:29]1. The catalyst is CN1C(=O)CCC1. The product is [NH2:33][CH:30]1[CH2:31][CH2:32][N:28]([C:11]2[CH:16]=[C:15]([N:9]3[C@@H:6]4[CH2:7][CH2:8][C@H:2]3[CH2:3][CH2:4][CH2:5]4)[N:14]=[C:13]([NH2:18])[N:12]=2)[CH2:29]1. The yield is 0.250. (7) The reactants are [OH:1][CH2:2][CH2:3][N:4]1[CH2:9][CH2:8][CH2:7][CH2:6][CH2:5]1.[H-].[Na+].Cl[C:13]1[CH:18]=[CH:17][C:16]([N+:19]([O-:21])=[O:20])=[CH:15][N:14]=1. The catalyst is CN(C)C=O. The product is [N+:19]([C:16]1[CH:17]=[CH:18][C:13]([O:1][CH2:2][CH2:3][N:4]2[CH2:9][CH2:8][CH2:7][CH2:6][CH2:5]2)=[N:14][CH:15]=1)([O-:21])=[O:20]. The yield is 0.190. (8) The reactants are [Cl:1][C:2]1[C:8]([N+:9]([O-:11])=[O:10])=[CH:7][C:5]([NH2:6])=[C:4]([F:12])[CH:3]=1.CN(C)[C:15]1[O:16][C:17](=[O:25])[CH:18]=[C:19]([C:21]([F:24])([F:23])[F:22])[N:20]=1. The catalyst is C(O)(=O)C. The product is [Cl:1][C:2]1[C:8]([N+:9]([O-:11])=[O:10])=[CH:7][C:5]([N:6]2[C:17](=[O:25])[CH:18]=[C:19]([C:21]([F:24])([F:23])[F:22])[NH:20][C:15]2=[O:16])=[C:4]([F:12])[CH:3]=1. The yield is 0.810. (9) The reactants are CC1C=CC(S([O:11][CH2:12][C@@H:13]2[CH2:18][O:17][C@@H:16]([C@H:19]3[O:23][N:22]=[C:21]([C:24]4[CH:29]=[C:28]([C:30](=[O:41])[NH:31][CH2:32][C:33]5[CH:38]=[CH:37][C:36]([F:39])=[C:35]([Cl:40])[CH:34]=5)[N:27]=[C:26]([CH3:42])[N:25]=4)[CH2:20]3)[CH2:15][O:14]2)(=O)=O)=CC=1.O.[OH-].[Na+]. The catalyst is C([O-])(=O)C.C([N+](CCCC)(CCCC)CCCC)CCC.CN(C)C=O.CCOC(C)=O. The product is [Cl:40][C:35]1[CH:34]=[C:33]([CH:38]=[CH:37][C:36]=1[F:39])[CH2:32][NH:31][C:30]([C:28]1[CH:29]=[C:24]([C:21]2[CH2:20][C@@H:19]([C@H:16]3[CH2:15][O:14][C@H:13]([CH2:12][OH:11])[CH2:18][O:17]3)[O:23][N:22]=2)[N:25]=[C:26]([CH3:42])[N:27]=1)=[O:41].[Cl:40][C:35]1[CH:34]=[C:33]([CH:38]=[CH:37][C:36]=1[F:39])[CH2:32][NH:31][C:30]([C:28]1[CH:29]=[C:24]([C:21]2[CH2:20][C@H:19]([C@H:16]3[CH2:15][O:14][C@H:13]([CH2:12][OH:11])[CH2:18][O:17]3)[O:23][N:22]=2)[N:25]=[C:26]([CH3:42])[N:27]=1)=[O:41]. The yield is 0.0900. (10) The reactants are [CH3:1]I.[H-].[Na+].[F:5][C:6]1[CH:7]=[C:8]([C:12]2[CH:20]=[C:19]3[C:15]([CH2:16][CH2:17][CH:18]3[NH:21][C:22]3[CH:23]=[C:24]([CH:33]=[CH:34][CH:35]=3)[O:25][CH2:26][C:27]([O:29][CH:30]([CH3:32])[CH3:31])=[O:28])=[CH:14][CH:13]=2)[CH:9]=[CH:10][CH:11]=1. The catalyst is CN(C)C=O. The product is [F:5][C:6]1[CH:7]=[C:8]([C:12]2[CH:20]=[C:19]3[C:15]([CH2:16][CH2:17][CH:18]3[N:21]([CH3:1])[C:22]3[CH:23]=[C:24]([CH:33]=[CH:34][CH:35]=3)[O:25][CH2:26][C:27]([O:29][CH:30]([CH3:31])[CH3:32])=[O:28])=[CH:14][CH:13]=2)[CH:9]=[CH:10][CH:11]=1. The yield is 0.680.